From a dataset of Forward reaction prediction with 1.9M reactions from USPTO patents (1976-2016). Predict the product of the given reaction. (1) Given the reactants Cl.Cl.[CH3:3][C:4]1[CH:8]=[C:7]([NH2:9])[N:6]([C:10]2[CH:11]=[N:12][CH:13]=[CH:14][CH:15]=2)[N:5]=1.Cl[C:17]1[CH:25]=[C:24]([F:26])[C:23]([F:27])=[CH:22][C:18]=1[C:19]([OH:21])=[O:20].C(=O)([O-])[O-].[K+].[K+].Cl, predict the reaction product. The product is: [F:26][C:24]1[C:23]([F:27])=[CH:22][C:18]([C:19]([OH:21])=[O:20])=[C:17]([NH:9][C:7]2[N:6]([C:10]3[CH:11]=[N:12][CH:13]=[CH:14][CH:15]=3)[N:5]=[C:4]([CH3:3])[CH:8]=2)[CH:25]=1. (2) The product is: [CH2:30]([O:29][C:27]([CH2:26][C:21]1[CH:22]=[CH:23][CH:24]=[CH:25][C:20]=1[NH:19][C:5]1[O:7][CH2:8][C:9](=[O:17])[C:4]=1[C:3]([O:11][CH2:12][CH3:13])=[O:10])=[O:28])[CH3:31]. Given the reactants [H-].[Na+].[C:3]([O:11][CH2:12][CH3:13])(=[O:10])[CH2:4][C:5]([O:7][CH2:8][CH3:9])=O.ClCC(Cl)=[O:17].[NH2:19][C:20]1[CH:25]=[CH:24][CH:23]=[CH:22][C:21]=1[CH2:26][C:27]([O:29][CH2:30][CH3:31])=[O:28].[K+].[Br-], predict the reaction product.